This data is from HIV replication inhibition screening data with 41,000+ compounds from the AIDS Antiviral Screen. The task is: Binary Classification. Given a drug SMILES string, predict its activity (active/inactive) in a high-throughput screening assay against a specified biological target. (1) The drug is COC1C=COC2(C)Oc3c(C)c(O)c4c(O)c(c(C=NN5C(C)CN(Cc6ccc(Cl)cc6)CC5C)c(O)c4c3C2=O)NC(=O)C(C)=CC=CC(C)C(O)C(C)C(O)C(C)C(OC(C)=O)C1C. The result is 0 (inactive). (2) The drug is COc1cc(C=C2SC(c3ccccc3)N(c3cccc([N+](=O)[O-])c3)C2=O)cc(OC)c1OC. The result is 0 (inactive).